Dataset: Rat liver microsome stability data. Task: Regression/Classification. Given a drug SMILES string, predict its absorption, distribution, metabolism, or excretion properties. Task type varies by dataset: regression for continuous measurements (e.g., permeability, clearance, half-life) or binary classification for categorical outcomes (e.g., BBB penetration, CYP inhibition). Dataset: rlm. (1) The molecule is COc1cc2ncnc(-n3nc(-c4ccccn4)nc3N)c2cc1OC. The result is 0 (unstable in rat liver microsomes). (2) The compound is Cc1cccc(N2CCN(CCCCNC(=O)c3ccc(-c4ccsc4)cc3)CC2)c1. The result is 1 (stable in rat liver microsomes). (3) The result is 1 (stable in rat liver microsomes). The molecule is CN(CC(=O)NC(c1cccc([N+](=O)[O-])c1)c1cc(Cl)c2cccnc2c1O)c1ccccc1. (4) The molecule is CCCc1cc(C)nc(O)c1CNC(=O)c1cc(-c2ccnc(N3CCN(C)CC3)c2)cc2c1cnn2C(C)C. The result is 1 (stable in rat liver microsomes). (5) The molecule is COc1ccc2c(c1)[C@]1(C[C@H]1c1ccc3c(C=Cc4ccc(CN5CCOCC5)cc4)[nH]nc3c1)C(=O)N2C. The result is 1 (stable in rat liver microsomes).